Task: Predict the reactants needed to synthesize the given product.. Dataset: Full USPTO retrosynthesis dataset with 1.9M reactions from patents (1976-2016) (1) The reactants are: [CH2:1]([N:3]1[CH2:8][CH:7]([OH:9])[C:6]2[CH:10]=[C:11]([CH3:13])[S:12][C:5]=2[CH2:4]1)[CH3:2].[Cl:14][C:15]1[C:20]([Cl:21])=[CH:19][CH:18]=[CH:17][C:16]=1F. Given the product [ClH:14].[Cl:14][C:15]1[C:20]([Cl:21])=[CH:19][CH:18]=[CH:17][C:16]=1[O:9][CH:7]1[CH2:8][N:3]([CH2:1][CH3:2])[CH2:4][C:5]2[S:12][C:11]([CH3:13])=[CH:10][C:6]1=2, predict the reactants needed to synthesize it. (2) Given the product [C:10]([C:12]1[CH:13]=[CH:14][C:15]2[O:32][C:1](=[CH2:2])[N:18]([CH:19]3[CH2:24][CH2:23][N:22]([C:25]([O:27][C:28]([CH3:29])([CH3:31])[CH3:30])=[O:26])[CH2:21][CH2:20]3)[C:16]=2[CH:17]=1)#[N:11], predict the reactants needed to synthesize it. The reactants are: [CH3:1][CH2:2]N(C(C)C)C(C)C.[C:10]([C:12]1[CH:13]=[CH:14][C:15]([OH:32])=[C:16]([NH:18][CH:19]2[CH2:24][CH2:23][N:22]([C:25]([O:27][C:28]([CH3:31])([CH3:30])[CH3:29])=[O:26])[CH2:21][CH2:20]2)[CH:17]=1)#[N:11].ClC(Cl)(OC(=O)OC(Cl)(Cl)Cl)Cl. (3) Given the product [O:4]1[C:8]2=[C:9]([N:13]3[CH2:18][CH2:17][N:16]([CH2:19][CH2:20][C@H:21]4[CH2:26][CH2:25][C@H:24]([NH:27][C:33](=[O:34])[C:32]5[CH:36]=[CH:37][C:29]([F:28])=[CH:30][CH:31]=5)[CH2:23][CH2:22]4)[CH2:15][CH2:14]3)[N:10]=[CH:11][CH:12]=[C:7]2[CH2:6][CH2:5]1, predict the reactants needed to synthesize it. The reactants are: Cl.Cl.Cl.[O:4]1[C:8]2=[C:9]([N:13]3[CH2:18][CH2:17][N:16]([CH2:19][CH2:20][C@H:21]4[CH2:26][CH2:25][C@H:24]([NH2:27])[CH2:23][CH2:22]4)[CH2:15][CH2:14]3)[N:10]=[CH:11][CH:12]=[C:7]2[CH2:6][CH2:5]1.[F:28][C:29]1[CH:37]=[CH:36][C:32]([C:33](O)=[O:34])=[CH:31][CH:30]=1.